From a dataset of Catalyst prediction with 721,799 reactions and 888 catalyst types from USPTO. Predict which catalyst facilitates the given reaction. (1) Product: [CH3:1][C:2]1[C:3]([NH:8][C:9]2[S:10][C:11]([CH2:26][N:20]3[CH2:25][CH2:24][O:23][CH2:22][CH2:21]3)=[C:12]([C:14]3[CH:19]=[CH:18][CH:17]=[CH:16][N:15]=3)[N:13]=2)=[N:4][CH:5]=[CH:6][CH:7]=1. The catalyst class is: 162. Reactant: [CH3:1][C:2]1[C:3]([NH:8][C:9]2[S:10][CH:11]=[C:12]([C:14]3[CH:19]=[CH:18][CH:17]=[CH:16][N:15]=3)[N:13]=2)=[N:4][CH:5]=[CH:6][CH:7]=1.[NH:20]1[CH2:25][CH2:24][O:23][CH2:22][CH2:21]1.[CH2:26]=O. (2) Reactant: C[O:2][C:3]1[CH:20]=[CH:19][C:6]([O:7][C:8]2[CH:13]=[CH:12][C:11]([C:14]3[O:18][N:17]=[CH:16][CH:15]=3)=[CH:10][CH:9]=2)=[CH:5][CH:4]=1.B(Br)(Br)Br. Product: [O:18]1[C:14]([C:11]2[CH:12]=[CH:13][C:8]([O:7][C:6]3[CH:19]=[CH:20][C:3]([OH:2])=[CH:4][CH:5]=3)=[CH:9][CH:10]=2)=[CH:15][CH:16]=[N:17]1. The catalyst class is: 2. (3) The catalyst class is: 50. Reactant: C(O)(=O)C.[C:5]([O:9][C:10]([N:12]1[CH2:17][C@H:16]([CH2:18][N:19]2[CH2:24][CH2:23][O:22][CH2:21][CH2:20]2)[N:15](CC2C=CC=CC=2)[CH2:14][C@H:13]1[CH3:32])=[O:11])([CH3:8])([CH3:7])[CH3:6]. Product: [C:5]([O:9][C:10]([N:12]1[CH2:17][C@H:16]([CH2:18][N:19]2[CH2:20][CH2:21][O:22][CH2:23][CH2:24]2)[NH:15][CH2:14][C@H:13]1[CH3:32])=[O:11])([CH3:8])([CH3:6])[CH3:7]. (4) Reactant: [N+:1]([CH3:4])([O-:3])=[O:2].C(=O)([O-])[O-].[Cs+].[Cs+].[Br:11][C:12]1[N:16]([CH2:17][CH:18]=[C:19]([CH3:21])[CH3:20])[C:15]([C:22]([O:24][CH3:25])=[O:23])=[C:14]([CH:26]=[O:27])[N:13]=1.C(O)(=O)C. Product: [Br:11][C:12]1[N:16]([CH2:17][CH:18]=[C:19]([CH3:21])[CH3:20])[C:15]([C:22]([O:24][CH3:25])=[O:23])=[C:14]([CH:26]([OH:27])[CH2:4][N+:1]([O-:3])=[O:2])[N:13]=1. The catalyst class is: 100. (5) Reactant: [Cl:1][C:2]1[CH:3]=[CH:4][C:5]2[N:6]([N:8]=[C:9]([N:11]([C:17]3[CH:22]=[CH:21][C:20]([S:23]([CH3:26])(=[O:25])=[O:24])=[CH:19][C:18]=3[O:27][CH3:28])[C:12](=[O:16])[O:13][CH2:14]Cl)[N:10]=2)[CH:7]=1.[P:29]([O-:41])([O:36][C:37]([CH3:40])([CH3:39])[CH3:38])([O:31][C:32]([CH3:35])([CH3:34])[CH3:33])=[O:30].[K+].O. Product: [Cl:1][C:2]1[CH:3]=[CH:4][C:5]2[N:6]([N:8]=[C:9]([N:11]([C:17]3[CH:22]=[CH:21][C:20]([S:23]([CH3:26])(=[O:24])=[O:25])=[CH:19][C:18]=3[O:27][CH3:28])[C:12](=[O:16])[O:13][CH2:14][O:41][P:29]([O:31][C:32]([CH3:35])([CH3:34])[CH3:33])([O:36][C:37]([CH3:38])([CH3:39])[CH3:40])=[O:30])[N:10]=2)[CH:7]=1. The catalyst class is: 3. (6) Reactant: C(O)(C(F)(F)F)=O.[NH2:8][CH:9]([CH:44]([F:46])[F:45])[CH2:10][C:11]1[CH:42]=[CH:41][C:40]([Cl:43])=[CH:39][C:12]=1[CH2:13][NH:14][C:15](=[O:38])[C@@H:16]1[CH2:20][CH2:19][CH2:18][N:17]1[C:21](=[O:37])[C@H:22]([NH:29]C(OC(C)(C)C)=O)[CH:23]1[CH2:28][CH2:27][CH2:26][CH2:25][CH2:24]1. Product: [NH2:29][C@H:22]([CH:23]1[CH2:24][CH2:25][CH2:26][CH2:27][CH2:28]1)[C:21]([N:17]1[CH2:18][CH2:19][CH2:20][C@H:16]1[C:15]([NH:14][CH2:13][C:12]1[CH:39]=[C:40]([Cl:43])[CH:41]=[CH:42][C:11]=1[CH2:10][CH:9]([NH2:8])[CH:44]([F:46])[F:45])=[O:38])=[O:37]. The catalyst class is: 2. (7) Reactant: [OH:1][CH2:2][C:3]1[CH:4]=[C:5]([OH:9])[CH:6]=[CH:7][CH:8]=1.N1C=CN=C1.[C:15]([Si:19](Cl)([CH3:21])[CH3:20])([CH3:18])([CH3:17])[CH3:16]. Product: [Si:19]([O:1][CH2:2][C:3]1[CH:4]=[C:5]([OH:9])[CH:6]=[CH:7][CH:8]=1)([C:15]([CH3:18])([CH3:17])[CH3:16])([CH3:21])[CH3:20]. The catalyst class is: 3. (8) Reactant: [NH2:1][C:2]1[C:3]([NH:8][C:9]2[CH:14]=[CH:13][C:12]([O:15][CH3:16])=[C:11]([O:17][CH:18]3[CH2:22][CH2:21][CH2:20][CH2:19]3)[CH:10]=2)=[N:4][CH:5]=[CH:6][CH:7]=1.[O:23]=[C:24]([CH2:28][C:29](O)=O)C(O)=O.C(OCC)(=O)C.C(=O)(O)[O-].[Na+]. Product: [CH:18]1([O:17][C:11]2[CH:10]=[C:9]([N:8]3[C:24](=[O:23])[C:28]([CH3:29])=[N:1][C:2]4[CH:7]=[CH:6][CH:5]=[N:4][C:3]3=4)[CH:14]=[CH:13][C:12]=2[O:15][CH3:16])[CH2:19][CH2:20][CH2:21][CH2:22]1. The catalyst class is: 8.